Regression. Given a peptide amino acid sequence and an MHC pseudo amino acid sequence, predict their binding affinity value. This is MHC class I binding data. From a dataset of Peptide-MHC class I binding affinity with 185,985 pairs from IEDB/IMGT. The peptide sequence is GSVNVVYTF. The MHC is HLA-B45:01 with pseudo-sequence HLA-B45:01. The binding affinity (normalized) is 0.279.